Dataset: Forward reaction prediction with 1.9M reactions from USPTO patents (1976-2016). Task: Predict the product of the given reaction. Given the reactants Cl.[CH2:2]([N:4]1[N:8]=[N:7][C:6]([CH2:9][N:10]2[C:15]3[CH:16]=[C:17]([C:19]4[CH:24]=[CH:23][CH:22]=[CH:21][C:20]=4[F:25])[S:18][C:14]=3[C:13](=[O:26])[N:12]([CH:27]3[CH2:32][CH2:31][NH:30][CH2:29][CH2:28]3)[C:11]2=[O:33])=[N:5]1)[CH3:3].[CH2:34]([O:36][C:37]1[C:46]([O:47][CH3:48])=[CH:45][C:44]2[C:43]([C:49]3[CH:57]=[CH:56][C:52]([C:53](O)=[O:54])=[CH:51][CH:50]=3)=[N:42][C@@H:41]3[CH2:58][CH2:59][S:60][CH2:61][C@@H:40]3[C:39]=2[CH:38]=1)[CH3:35].CN(C(ON1N=NC2C=CC=CC1=2)=[N+](C)C)C.F[P-](F)(F)(F)(F)F.CCN(C(C)C)C(C)C, predict the reaction product. The product is: [CH2:34]([O:36][C:37]1[C:46]([O:47][CH3:48])=[CH:45][C:44]2[C:43]([C:49]3[CH:50]=[CH:51][C:52]([C:53]([N:30]4[CH2:31][CH2:32][CH:27]([N:12]5[C:13](=[O:26])[C:14]6[S:18][C:17]([C:19]7[CH:24]=[CH:23][CH:22]=[CH:21][C:20]=7[F:25])=[CH:16][C:15]=6[N:10]([CH2:9][C:6]6[N:7]=[N:8][N:4]([CH2:2][CH3:3])[N:5]=6)[C:11]5=[O:33])[CH2:28][CH2:29]4)=[O:54])=[CH:56][CH:57]=3)=[N:42][C@@H:41]3[CH2:58][CH2:59][S:60][CH2:61][C@@H:40]3[C:39]=2[CH:38]=1)[CH3:35].